Dataset: Blood-brain barrier permeability classification from the B3DB database. Task: Regression/Classification. Given a drug SMILES string, predict its absorption, distribution, metabolism, or excretion properties. Task type varies by dataset: regression for continuous measurements (e.g., permeability, clearance, half-life) or binary classification for categorical outcomes (e.g., BBB penetration, CYP inhibition). Dataset: b3db_classification. (1) The drug is Cc1nnc(SCC2=C(C(=O)OCc3oc(=O)oc3C)N3C(=O)[C@@H](NC(=O)[C@H](OC(=O)[C@H](C)N)c4ccccc4)[C@H]3SC2)s1. The result is 0 (does not penetrate BBB). (2) The molecule is CC(=O)[C@H]1CC[C@H]2[C@@H]3CC=C4C[C@@H](OC(=O)CCC(=O)O)CC[C@]4(C)[C@H]3CC[C@]12C. The result is 1 (penetrates BBB). (3) The drug is CN(C)CCCN1c2ccccc2Sc2ccccc21. The result is 1 (penetrates BBB). (4) The drug is CC12CCC(=O)C=C1CCC1C2C(O)CC2(C)C1CCC2(O)C(=O)CS. The result is 1 (penetrates BBB).